This data is from Full USPTO retrosynthesis dataset with 1.9M reactions from patents (1976-2016). The task is: Predict the reactants needed to synthesize the given product. (1) Given the product [CH2:22]([O:24][C:25]([C:26]1[C:6](=[O:21])[N:7]([CH2:13][C:14]2[CH:19]=[CH:18][CH:17]=[CH:16][C:15]=2[Cl:20])[N:8]2[CH:9]=[CH:10][CH:11]=[C:12]2[C:27]=1[OH:28])=[O:37])[CH3:23], predict the reactants needed to synthesize it. The reactants are: C(O[C:6](=[O:21])[N:7]([CH2:13][C:14]1[CH:19]=[CH:18][CH:17]=[CH:16][C:15]=1[Cl:20])[N:8]1[CH:12]=[CH:11][CH:10]=[CH:9]1)(C)(C)C.[CH2:22]([O:24][C:25](=[O:37])[CH:26](C(OCC)=O)[C:27](OCC)=[O:28])[CH3:23]. (2) Given the product [CH:7]([C:5]1[CH:6]=[C:2]([CH3:1])[CH2:3][CH:4]=1)([CH3:9])[CH3:8], predict the reactants needed to synthesize it. The reactants are: [CH3:1][C:2]1[CH:3]=[CH:4][C:5](=[C:7]([CH3:9])[CH3:8])[CH:6]=1.[H-].[Al+3].[Li+].[H-].[H-].[H-].[NH4+].[Cl-]. (3) Given the product [Cl:32][C:26]1[CH:27]=[CH:28][CH:29]=[C:30]([Cl:31])[C:25]=1[C:24]([NH:23][CH:3]([C:2]#[N:1])[CH2:4][C:5]1[CH:6]=[C:7]2[C:12](=[CH:13][CH:14]=1)[N:11]=[C:10]([C:15]1[C:20]([Cl:21])=[CH:19][CH:18]=[CH:17][C:16]=1[Cl:22])[CH:9]=[CH:8]2)=[O:33], predict the reactants needed to synthesize it. The reactants are: [NH2:1][C:2](=O)[CH:3]([NH:23][C:24](=[O:33])[C:25]1[C:30]([Cl:31])=[CH:29][CH:28]=[CH:27][C:26]=1[Cl:32])[CH2:4][C:5]1[CH:6]=[C:7]2[C:12](=[CH:13][CH:14]=1)[N:11]=[C:10]([C:15]1[C:20]([Cl:21])=[CH:19][CH:18]=[CH:17][C:16]=1[Cl:22])[CH:9]=[CH:8]2.C1(C)C=CC(S(Cl)(=O)=O)=CC=1. (4) The reactants are: [CH2:1]([O:8][C@H:9]1[CH2:13][N:12]([CH:14]2[CH2:19][CH2:18][N:17]([C:20]([O:22][C:23]([CH3:26])([CH3:25])[CH3:24])=[O:21])[CH2:16][CH2:15]2)[C:11](=[O:27])[C@@H:10]1[O:28]S(C)(=O)=O)[C:2]1[CH:7]=[CH:6][CH:5]=[CH:4][CH:3]=1.[Br:33][C:34]1[CH:39]=[CH:38][C:37](O)=[C:36]([F:41])[CH:35]=1.C([O-])([O-])=O.[K+].[K+]. Given the product [CH2:1]([O:8][C@H:9]1[CH2:13][N:12]([CH:14]2[CH2:19][CH2:18][N:17]([C:20]([O:22][C:23]([CH3:26])([CH3:25])[CH3:24])=[O:21])[CH2:16][CH2:15]2)[C:11](=[O:27])[C@H:10]1[O:28][C:37]1[CH:38]=[CH:39][C:34]([Br:33])=[CH:35][C:36]=1[F:41])[C:2]1[CH:7]=[CH:6][CH:5]=[CH:4][CH:3]=1, predict the reactants needed to synthesize it. (5) Given the product [F:39][C:33]1[C:34]([F:38])=[CH:35][CH:36]=[CH:37][C:32]=1[CH2:31][S:30][C:20]1[N:19]=[C:18]([NH:17][S:14]([N:11]2[CH2:10][CH2:9][NH:8][CH2:13][CH2:12]2)(=[O:15])=[O:16])[CH:23]=[C:22]([O:24][CH2:25][C:26]([F:29])([F:27])[F:28])[N:21]=1, predict the reactants needed to synthesize it. The reactants are: CC(OC([N:8]1[CH2:13][CH2:12][N:11]([S:14]([NH:17][C:18]2[CH:23]=[C:22]([O:24][CH2:25][C:26]([F:29])([F:28])[F:27])[N:21]=[C:20]([S:30][CH2:31][C:32]3[CH:37]=[CH:36][CH:35]=[C:34]([F:38])[C:33]=3[F:39])[N:19]=2)(=[O:16])=[O:15])[CH2:10][CH2:9]1)=O)(C)C.FC(F)(F)C(O)=O.